This data is from Reaction yield outcomes from USPTO patents with 853,638 reactions. The task is: Predict the reaction yield, written as a fraction of the theoretical maximum amount of product (1.0 means a 100% yield; for example, 0.34 means a 34% yield). The reactants are [Br:1]Br.[N+:3]([C:6]1[CH:11]=[CH:10][C:9]([NH2:12])=[C:8]([C:13]([F:16])([F:15])[F:14])[CH:7]=1)([O-:5])=[O:4].O. The catalyst is C(O)(=O)C. The product is [Br:1][C:10]1[CH:11]=[C:6]([N+:3]([O-:5])=[O:4])[CH:7]=[C:8]([C:13]([F:14])([F:15])[F:16])[C:9]=1[NH2:12]. The yield is 0.910.